From a dataset of Forward reaction prediction with 1.9M reactions from USPTO patents (1976-2016). Predict the product of the given reaction. (1) Given the reactants [CH3:1][O:2][CH2:3][CH2:4][CH:5]([C:9]1[S:10][C:11]2[CH:18]=[C:17]([C:19]([F:22])([F:21])[F:20])[CH:16]=[CH:15][C:12]=2[C:13]=1[CH3:14])[CH2:6][CH2:7]O.C1(P(C2C=CC=CC=2)C2C=CC=CC=2)C=CC=CC=1.C(Br)(Br)(Br)[Br:43], predict the reaction product. The product is: [Br:43][CH2:7][CH2:6][CH:5]([C:9]1[S:10][C:11]2[CH:18]=[C:17]([C:19]([F:22])([F:21])[F:20])[CH:16]=[CH:15][C:12]=2[C:13]=1[CH3:14])[CH2:4][CH2:3][O:2][CH3:1]. (2) Given the reactants [NH:1]1[CH2:8][CH:7]([C:9]([O:11]CC)=O)[CH2:6][CH:5]=[CH:4][CH2:3][CH2:2]1.[C:14]([O:18][C:19]([N:21]1[CH2:26][CH2:25][CH:24]([C:27](O)=O)[CH2:23][CH2:22]1)=[O:20])([CH3:17])([CH3:16])[CH3:15].[OH:30]N1C2C=CC=CC=2N=N1.Cl.[CH3:41][O:42][C:43](=[O:47])[CH2:44][CH2:45][NH2:46].CCN=C=NC[CH2:54][CH2:55]N(C)C, predict the reaction product. The product is: [CH3:41][O:42][C:43](=[O:47])[CH2:44][CH2:45][NH:46][C:9]([CH:7]1[CH2:8][N:1]([C:54](=[O:30])[CH2:55][CH2:27][CH:24]2[CH2:23][CH2:22][N:21]([C:19]([O:18][C:14]([CH3:15])([CH3:16])[CH3:17])=[O:20])[CH2:26][CH2:25]2)[CH2:2][CH2:3][CH:4]=[CH:5][CH2:6]1)=[O:11].